From a dataset of Peptide-MHC class I binding affinity with 185,985 pairs from IEDB/IMGT. Regression. Given a peptide amino acid sequence and an MHC pseudo amino acid sequence, predict their binding affinity value. This is MHC class I binding data. (1) The peptide sequence is SLLTNDTTWI. The MHC is HLA-A31:01 with pseudo-sequence HLA-A31:01. The binding affinity (normalized) is 0.0994. (2) The peptide sequence is IVTSLAIKNY. The MHC is HLA-A68:01 with pseudo-sequence HLA-A68:01. The binding affinity (normalized) is 0.330. (3) The peptide sequence is FLILPQAKK. The MHC is HLA-B27:03 with pseudo-sequence HLA-B27:03. The binding affinity (normalized) is 0.0847. (4) The binding affinity (normalized) is 1.00. The peptide sequence is AAAYFVGYLK. The MHC is HLA-A11:01 with pseudo-sequence HLA-A11:01.